Dataset: Catalyst prediction with 721,799 reactions and 888 catalyst types from USPTO. Task: Predict which catalyst facilitates the given reaction. (1) Reactant: [NH2:1][C:2]1[C:3]([NH:16][C:17]2[CH:22]=[CH:21][C:20]([Cl:23])=[CH:19][CH:18]=2)=[N:4][C:5]([C:14]#[N:15])=[N:6][C:7]=1[N:8]1[CH2:13][CH2:12][O:11][CH2:10][CH2:9]1.C(N(CC)CC)C.Cl[CH2:32][C:33](Cl)=[O:34]. Product: [Cl:23][C:20]1[CH:21]=[CH:22][C:17]([N:16]2[C:3]3[N:4]=[C:5]([C:14]#[N:15])[N:6]=[C:7]([N:8]4[CH2:13][CH2:12][O:11][CH2:10][CH2:9]4)[C:2]=3[NH:1][C:33](=[O:34])[CH2:32]2)=[CH:18][CH:19]=1. The catalyst class is: 4. (2) Reactant: [F:1][C:2]1[CH:7]=[CH:6][CH:5]=[C:4]([F:8])[C:3]=1[C:9]1[S:10][C:11]([C:18](OCC)=[O:19])=[C:12]([CH2:14][N:15]([CH3:17])[CH3:16])[N:13]=1.[H-].C([Al+]CC(C)C)C(C)C. Product: [F:1][C:2]1[CH:7]=[CH:6][CH:5]=[C:4]([F:8])[C:3]=1[C:9]1[S:10][C:11]([CH:18]=[O:19])=[C:12]([CH2:14][N:15]([CH3:16])[CH3:17])[N:13]=1. The catalyst class is: 4. (3) The catalyst class is: 8. Product: [CH3:6][C:7]1[N:11]2[CH:12]=[C:13]([NH2:16])[CH:14]=[CH:15][C:10]2=[N:9][N:8]=1. Reactant: O.O.[Sn](Cl)Cl.[CH3:6][C:7]1[N:11]2[CH:12]=[C:13]([N+:16]([O-])=O)[CH:14]=[CH:15][C:10]2=[N:9][N:8]=1.C(=O)(O)[O-].[Na+]. (4) Reactant: Cl[C:2]1[CH:7]=[C:6]([N:8]([CH2:17][O:18][CH2:19][CH2:20][Si:21]([CH3:24])([CH3:23])[CH3:22])[CH2:9][O:10][CH2:11][CH2:12][Si:13]([CH3:16])([CH3:15])[CH3:14])[N:5]2[N:25]=[CH:26][C:27]([C:28]3[CH:29]=[N:30][C:31]([C:34]4[CH:39]=[CH:38][CH:37]=[CH:36][CH:35]=4)=[CH:32][CH:33]=3)=[C:4]2[N:3]=1.[O-]P([O-])([O-])=O.[K+].[K+].[K+].[CH3:48][C:49]1([C:64]([O:66][CH2:67][CH3:68])=[O:65])[CH2:54][CH2:53][C:52](B2OC(C)(C)C(C)(C)O2)=[CH:51][CH2:50]1. Product: [CH3:14][Si:13]([CH3:16])([CH3:15])[CH2:12][CH2:11][O:10][CH2:9][N:8]([CH2:17][O:18][CH2:19][CH2:20][Si:21]([CH3:24])([CH3:23])[CH3:22])[C:6]1[N:5]2[N:25]=[CH:26][C:27]([C:28]3[CH:29]=[N:30][C:31]([C:34]4[CH:39]=[CH:38][CH:37]=[CH:36][CH:35]=4)=[CH:32][CH:33]=3)=[C:4]2[N:3]=[C:2]([C:52]2[CH2:53][CH2:54][C:49]([CH3:48])([C:64]([O:66][CH2:67][CH3:68])=[O:65])[CH2:50][CH:51]=2)[CH:7]=1. The catalyst class is: 294. (5) Reactant: [CH3:1][O:2][C:3](=[O:35])[CH:4]([C:10]1[CH:15]=[CH:14][C:13]([CH:16]=[CH:17][C:18](=[O:34])[NH:19][C:20]2[CH:25]=[CH:24][CH:23]=[CH:22][C:21]=2[NH:26][C:27]([O:29][C:30]([CH3:33])([CH3:32])[CH3:31])=[O:28])=[CH:12][CH:11]=1)OS(C)(=O)=O.CCN(CC)CC.[OH:43][C@H:44]1[CH2:48][CH2:47][NH:46][CH2:45]1. Product: [CH3:1][O:2][C:3](=[O:35])[CH:4]([C:10]1[CH:15]=[CH:14][C:13](/[CH:16]=[CH:17]/[C:18](=[O:34])[NH:19][C:20]2[CH:25]=[CH:24][CH:23]=[CH:22][C:21]=2[NH:26][C:27]([O:29][C:30]([CH3:31])([CH3:33])[CH3:32])=[O:28])=[CH:12][CH:11]=1)[N:46]1[CH2:47][CH2:48][C@H:44]([OH:43])[CH2:45]1. The catalyst class is: 2. (6) Reactant: C([O:8][C:9]1[CH:14]=[CH:13][C:12]([C:15]2[CH:19]=[C:18]([C:20]([NH:22][CH:23]([CH:28]([CH3:30])[CH3:29])[C:24]([O:26][CH3:27])=[O:25])=[O:21])[O:17][N:16]=2)=[CH:11][CH:10]=1)C1C=CC=CC=1. Product: [OH:8][C:9]1[CH:14]=[CH:13][C:12]([C:15]2[CH:19]=[C:18]([C:20]([NH:22][CH:23]([CH:28]([CH3:30])[CH3:29])[C:24]([O:26][CH3:27])=[O:25])=[O:21])[O:17][N:16]=2)=[CH:11][CH:10]=1. The catalyst class is: 123. (7) Reactant: [CH2:1]([O:3][C:4](=[O:15])[C:5]([CH2:7][O:8][CH:9]1[CH2:14][CH2:13][O:12][CH2:11][CH2:10]1)=[CH2:6])[CH3:2].C([O-])(O)=O.[Na+].[CH2:21]([SH:28])[C:22]1[CH:27]=[CH:26][CH:25]=[CH:24][CH:23]=1. Product: [CH2:1]([O:3][C:4](=[O:15])[CH:5]([CH2:7][O:8][CH:9]1[CH2:14][CH2:13][O:12][CH2:11][CH2:10]1)[CH2:6][S:28][CH2:21][C:22]1[CH:27]=[CH:26][CH:25]=[CH:24][CH:23]=1)[CH3:2]. The catalyst class is: 40. (8) Reactant: [Br:1][C:2]1[CH:3]=[C:4]2[C:8](=[CH:9][CH:10]=1)[NH:7][C:6](=[O:11])[C:5]2=O.[N+:13]([C:16]1[CH:25]=[CH:24][C:19]([C:20]([NH:22][NH2:23])=[O:21])=[CH:18][CH:17]=1)([O-:15])=[O:14]. Product: [N+:13]([C:16]1[CH:25]=[CH:24][C:19]([C:20]([NH:22][N:23]=[C:5]2[C:4]3[C:8](=[CH:9][CH:10]=[C:2]([Br:1])[CH:3]=3)[NH:7][C:6]2=[O:11])=[O:21])=[CH:18][CH:17]=1)([O-:15])=[O:14]. The catalyst class is: 15. (9) Reactant: [NH2:1][C:2]1[CH:3]=[C:4]([CH:9]=[CH:10][C:11]=1[C:12]1[N:16]([CH2:17][C:18]([OH:21])([CH3:20])[CH3:19])[C:15]([CH2:22][O:23][CH2:24][CH3:25])=[N:14][C:13]=1[C:26]#[N:27])[C:5]([O:7][CH3:8])=[O:6].Cl.O1CCOCC1. Product: [NH2:27][C:26]1[C:13]2[N:14]=[C:15]([CH2:22][O:23][CH2:24][CH3:25])[N:16]([CH2:17][C:18]([OH:21])([CH3:19])[CH3:20])[C:12]=2[C:11]2[CH:10]=[CH:9][C:4]([C:5]([O:7][CH3:8])=[O:6])=[CH:3][C:2]=2[N:1]=1. The catalyst class is: 13. (10) Reactant: Cl[C:2]1[C:11]2[C:6](=[CH:7][C:8]([O:14][CH2:15][CH2:16][O:17][CH3:18])=[C:9]([O:12][CH3:13])[CH:10]=2)[N:5]=[N:4][CH:3]=1.[OH:19][C:20]1[CH:21]=[C:22]([CH:24]=[CH:25][C:26]=1[CH3:27])[NH2:23].C(O)(C)C. Product: [OH:19][C:20]1[CH:21]=[C:22]([CH:24]=[CH:25][C:26]=1[CH3:27])[NH:23][C:2]1[C:11]2[C:6](=[CH:7][C:8]([O:14][CH2:15][CH2:16][O:17][CH3:18])=[C:9]([O:12][CH3:13])[CH:10]=2)[N:5]=[N:4][CH:3]=1. The catalyst class is: 3.